Dataset: Reaction yield outcomes from USPTO patents with 853,638 reactions. Task: Predict the reaction yield, written as a fraction of the theoretical maximum amount of product (1.0 means a 100% yield; for example, 0.34 means a 34% yield). (1) The reactants are Cl[CH:2]([C:14]1[CH:19]=[CH:18][CH:17]=[CH:16][CH:15]=1)[C:3]([C:5]1[C:13]2[C:8](=[CH:9][CH:10]=[CH:11][CH:12]=2)[NH:7][CH:6]=1)=[O:4].[CH3:20][O:21][C:22]1[CH:23]=[C:24]([CH:26]=[C:27]([F:29])[CH:28]=1)[NH2:25].CCN(C(C)C)C(C)C. The catalyst is C(O)C. The product is [F:29][C:27]1[CH:26]=[C:24]([NH:25][CH:2]([C:14]2[CH:19]=[CH:18][CH:17]=[CH:16][CH:15]=2)[C:3]([C:5]2[C:13]3[C:8](=[CH:9][CH:10]=[CH:11][CH:12]=3)[NH:7][CH:6]=2)=[O:4])[CH:23]=[C:22]([O:21][CH3:20])[CH:28]=1. The yield is 0.320. (2) The yield is 0.980. The product is [N+:1]([CH2:3][C:4]([N:8]1[CH2:12][CH2:11][CH2:10][CH2:9]1)=[O:6])#[C-:2]. No catalyst specified. The reactants are [N+:1]([CH2:3][C:4]([O:6]C)=O)#[C-:2].[NH:8]1[CH2:12][CH2:11][CH2:10][CH2:9]1.